Task: Predict the product of the given reaction.. Dataset: Forward reaction prediction with 1.9M reactions from USPTO patents (1976-2016) (1) Given the reactants [NH2:1][C:2]1[N:6]([CH:7]2[CH2:12][CH2:11][CH2:10][NH:9][CH2:8]2)[N:5]=[C:4]([C:13]2[CH:18]=[CH:17][C:16]([O:19][C:20]3[CH:25]=[CH:24][CH:23]=[CH:22][CH:21]=3)=[CH:15][CH:14]=2)[C:3]=1[C:26]([NH2:28])=[O:27].[C:29](Cl)(=[O:33])[CH:30]=[CH:31][CH3:32], predict the reaction product. The product is: [NH2:1][C:2]1[N:6]([CH:7]2[CH2:12][CH2:11][CH2:10][N:9]([C:29](=[O:33])[CH:30]=[CH:31][CH3:32])[CH2:8]2)[N:5]=[C:4]([C:13]2[CH:14]=[CH:15][C:16]([O:19][C:20]3[CH:25]=[CH:24][CH:23]=[CH:22][CH:21]=3)=[CH:17][CH:18]=2)[C:3]=1[C:26]([NH2:28])=[O:27]. (2) Given the reactants [CH3:1][O:2][C:3]1[CH:4]=[C:5]([NH:11][C:12]2[C:13]3[N:29]=[CH:28][S:27][C:14]=3[N:15]=[C:16]([N:18]3[CH2:23][CH2:22][CH2:21][CH:20]([C:24](O)=[O:25])[CH2:19]3)[N:17]=2)[CH:6]=[CH:7][C:8]=1[O:9][CH3:10].[NH2:30][C:31]1[CH:40]=[CH:39][C:34]([C:35]([O:37][CH3:38])=[O:36])=[C:33]([OH:41])[CH:32]=1.CN1C=CN=C1.CCN=C=NCCCN(C)C, predict the reaction product. The product is: [CH3:38][O:37][C:35](=[O:36])[C:34]1[CH:39]=[CH:40][C:31]([NH:30][C:24]([CH:20]2[CH2:21][CH2:22][CH2:23][N:18]([C:16]3[N:17]=[C:12]([NH:11][C:5]4[CH:6]=[CH:7][C:8]([O:9][CH3:10])=[C:3]([O:2][CH3:1])[CH:4]=4)[C:13]4[N:29]=[CH:28][S:27][C:14]=4[N:15]=3)[CH2:19]2)=[O:25])=[CH:32][C:33]=1[OH:41]. (3) Given the reactants [CH3:1][O:2][C:3]1[CH:18]=[CH:17][C:6]([CH2:7][C:8]2[C:13]([CH3:14])=[CH:12][C:11]([CH3:15])=[CH:10][C:9]=2[OH:16])=[CH:5][CH:4]=1.[C:19]([O:22][C@@H:23]1[C@@H:35]([O:36][C:37](=[O:39])[CH3:38])[C@H:34]([O:40][C:41](=[O:43])[CH3:42])[C@@H:33]([CH2:44][O:45][C:46](=[O:48])[CH3:47])[O:32][C@@H:24]1OC(=N)C(Cl)(Cl)Cl)(=[O:21])[CH3:20], predict the reaction product. The product is: [C:19]([O:22][C@@H:23]1[C@@H:35]([O:36][C:37](=[O:39])[CH3:38])[C@H:34]([O:40][C:41](=[O:43])[CH3:42])[C@@H:33]([CH2:44][O:45][C:46](=[O:48])[CH3:47])[O:32][C@H:24]1[O:16][C:9]1[CH:10]=[C:11]([CH3:15])[CH:12]=[C:13]([CH3:14])[C:8]=1[CH2:7][C:6]1[CH:17]=[CH:18][C:3]([O:2][CH3:1])=[CH:4][CH:5]=1)(=[O:21])[CH3:20]. (4) Given the reactants [N:1]([C@H:4]1[C@@H:11]([N:12]=[N+]=[N-])[CH2:10][CH2:9][CH:8]=[CH:7][CH2:6][CH2:5]1)=[N+]=[N-].[H-].[Al+3].[Li+].[H-].[H-].[H-].[OH2:21].[F:22][C:23]([F:34])([F:33])[C:24](O[C:24](=[O:25])[C:23]([F:34])([F:33])[F:22])=[O:25], predict the reaction product. The product is: [C@@H:11]1([NH:12][C:24](=[O:25])[C:23]([F:34])([F:22])[F:33])[CH2:10][CH2:9][CH:8]=[CH:7][CH2:6][CH2:5][C@@H:4]1[NH:1][C:24](=[O:21])[C:23]([F:34])([F:33])[F:22]. (5) Given the reactants Cl[C:2]1[N:7]=[C:6]([C:8]2[S:12][C:11]([C:13]([CH3:16])([CH3:15])[CH3:14])=[N:10][C:9]=2[C:17]2[C:18]([F:35])=[C:19]([NH:23][S:24]([C:27]3[C:32]([F:33])=[CH:31][CH:30]=[CH:29][C:28]=3[F:34])(=[O:26])=[O:25])[CH:20]=[CH:21][CH:22]=2)[CH:5]=[CH:4][N:3]=1.[CH:36]1([NH2:39])[CH2:38][CH2:37]1, predict the reaction product. The product is: [CH:36]1([NH:39][C:2]2[N:7]=[C:6]([C:8]3[S:12][C:11]([C:13]([CH3:15])([CH3:16])[CH3:14])=[N:10][C:9]=3[C:17]3[C:18]([F:35])=[C:19]([NH:23][S:24]([C:27]4[C:28]([F:34])=[CH:29][CH:30]=[CH:31][C:32]=4[F:33])(=[O:26])=[O:25])[CH:20]=[CH:21][CH:22]=3)[CH:5]=[CH:4][N:3]=2)[CH2:38][CH2:37]1. (6) The product is: [C:1]1([P:7](=[O:8])([O-:10])[O-:9])[CH:6]=[CH:5][CH:4]=[CH:3][CH:2]=1.[Zn+2:17]. Given the reactants [C:1]1([P:7](=[O:10])([OH:9])[OH:8])[CH:6]=[CH:5][CH:4]=[CH:3][CH:2]=1.O.O.C([O-])(=O)C.[Zn+2:17].C([O-])(=O)C, predict the reaction product.